From a dataset of Peptide-MHC class I binding affinity with 185,985 pairs from IEDB/IMGT. Regression. Given a peptide amino acid sequence and an MHC pseudo amino acid sequence, predict their binding affinity value. This is MHC class I binding data. (1) The peptide sequence is ALRSRWRAL. The MHC is BoLA-HD6 with pseudo-sequence BoLA-HD6. The binding affinity (normalized) is 0.697. (2) The peptide sequence is DIVSDSKKIM. The binding affinity (normalized) is 0. The MHC is HLA-A68:02 with pseudo-sequence HLA-A68:02. (3) The peptide sequence is TPEGIIPSM. The MHC is HLA-B15:01 with pseudo-sequence HLA-B15:01. The binding affinity (normalized) is 0.210.